From a dataset of Full USPTO retrosynthesis dataset with 1.9M reactions from patents (1976-2016). Predict the reactants needed to synthesize the given product. Given the product [Cl:1][C:2]1[CH:7]=[CH:6][C:5](/[CH:8]=[CH:9]/[C:10]([N:29]2[CH2:28][CH2:27][CH:26]([N:25]3[C:21]([CH3:20])=[N:22][CH:23]=[N:24]3)[CH2:31][CH2:30]2)=[O:12])=[C:4]([CH2:13][N:14]2[N:18]=[N:17][C:16]([CH3:19])=[N:15]2)[CH:3]=1, predict the reactants needed to synthesize it. The reactants are: [Cl:1][C:2]1[CH:7]=[CH:6][C:5](/[CH:8]=[CH:9]/[C:10]([OH:12])=O)=[C:4]([CH2:13][N:14]2[N:18]=[N:17][C:16]([CH3:19])=[N:15]2)[CH:3]=1.[CH3:20][C:21]1[N:25]([CH:26]2[CH2:31][CH2:30][NH:29][CH2:28][CH2:27]2)[N:24]=[CH:23][N:22]=1.CCN(C(C)C)C(C)C.C(P1(=O)OP(CCC)(=O)OP(CCC)(=O)O1)CC.